This data is from Full USPTO retrosynthesis dataset with 1.9M reactions from patents (1976-2016). The task is: Predict the reactants needed to synthesize the given product. (1) The reactants are: Br[C:2]1[N:3]=[N:4][N:5]([CH3:37])[C:6]=1[C:7]1[CH:19]=[N:18][C:17]2[C:16]3[CH:15]=[CH:14][C:13]([C:20]([OH:23])([CH3:22])[CH3:21])=[CH:12][C:11]=3[N:10]([C@@H:24]([CH:31]3[CH2:36][CH2:35][O:34][CH2:33][CH2:32]3)[C:25]3[CH:30]=[CH:29][CH:28]=[CH:27][CH:26]=3)[C:9]=2[CH:8]=1.[CH:38]1(B(O)O)[CH2:40][CH2:39]1.P([O-])([O-])([O-])=O.[K+].[K+].[K+]. Given the product [CH:38]1([C:2]2[N:3]=[N:4][N:5]([CH3:37])[C:6]=2[C:7]2[CH:19]=[N:18][C:17]3[C:16]4[CH:15]=[CH:14][C:13]([C:20]([OH:23])([CH3:22])[CH3:21])=[CH:12][C:11]=4[N:10]([C@@H:24]([CH:31]4[CH2:36][CH2:35][O:34][CH2:33][CH2:32]4)[C:25]4[CH:26]=[CH:27][CH:28]=[CH:29][CH:30]=4)[C:9]=3[CH:8]=2)[CH2:40][CH2:39]1, predict the reactants needed to synthesize it. (2) The reactants are: [CH3:1][C:2]1[C:10]2[C:5](=[N:6][CH:7]=[CH:8][CH:9]=2)[S:4][C:3]=1[CH:11]=[O:12].[CH:13]1([Mg]Br)[CH2:18][CH2:17][CH2:16][CH2:15][CH2:14]1.[Cl-].[NH4+].C[N+]1([O-])CCOCC1. Given the product [CH:13]1([C:11]([C:3]2[S:4][C:5]3=[N:6][CH:7]=[CH:8][CH:9]=[C:10]3[C:2]=2[CH3:1])=[O:12])[CH2:18][CH2:17][CH2:16][CH2:15][CH2:14]1, predict the reactants needed to synthesize it. (3) Given the product [CH3:1][O:2][C:3]1[N:8]=[C:7]([CH2:9][CH:10]2[NH:11][CH2:12][CH2:13][N:14]([S:28]([C:24]3[S:23][CH:27]=[CH:26][CH:25]=3)(=[O:30])=[O:29])[CH2:15]2)[CH:6]=[CH:5][CH:4]=1, predict the reactants needed to synthesize it. The reactants are: [CH3:1][O:2][C:3]1[N:8]=[C:7]([CH2:9][CH:10]2[CH2:15][NH:14][CH2:13][CH2:12][NH:11]2)[CH:6]=[CH:5][CH:4]=1.C(N(CC)CC)C.[S:23]1[CH:27]=[CH:26][CH:25]=[C:24]1[S:28](Cl)(=[O:30])=[O:29].C(Cl)Cl. (4) Given the product [CH2:32]([O:33][C:34]([C:36]1[N:46]([CH3:45])[N:47]=[C:39]([C:41]([CH3:42])([CH3:43])[CH3:44])[C:38]=1[O:13][CH3:8])=[O:35])[CH3:31], predict the reactants needed to synthesize it. The reactants are: FC(F)(F)C(OI(C1C=CC=CC=1)O[C:8](=[O:13])C(F)(F)F)=O.B(F)(F)F.CCOCC.[CH3:31][CH2:32][O:33][C:34]([C:36]([CH2:38][C:39]([C:41]([CH3:44])([CH3:43])[CH3:42])=O)=O)=[O:35].[CH3:45][NH:46][NH2:47]. (5) Given the product [NH2:1][C:4]1[CH:12]=[CH:11][CH:10]=[C:9]2[C:5]=1[C:6]([CH2:20][CH3:21])=[N:7][N:8]2[C:13]([O:15][C:16]([CH3:18])([CH3:17])[CH3:19])=[O:14], predict the reactants needed to synthesize it. The reactants are: [N+:1]([C:4]1[CH:12]=[CH:11][CH:10]=[C:9]2[C:5]=1[C:6]([CH:20]=[CH2:21])=[N:7][N:8]2[C:13]([O:15][C:16]([CH3:19])([CH3:18])[CH3:17])=[O:14])([O-])=O. (6) Given the product [N:1]1([CH2:8][CH2:9][O:10][C:11]2[CH:12]=[CH:13][C:14]([CH2:15][N:16]([C:17]3[CH:22]=[C:21]([O:23][Si:24]([C:27]([CH3:30])([CH3:29])[CH3:28])([CH3:26])[CH3:25])[CH:20]=[CH:19][C:18]=3[CH:31]3[CH2:40][CH2:39][C:38]4[C:33](=[CH:34][CH:35]=[C:36]([O:41][Si:42]([C:45]([CH3:48])([CH3:47])[CH3:46])([CH3:44])[CH3:43])[CH:37]=4)[CH2:32]3)[CH2:53][C:52]([F:63])([F:62])[F:51])=[CH:49][CH:50]=2)[CH2:7][CH2:6][CH2:5][CH2:4][CH2:3][CH2:2]1, predict the reactants needed to synthesize it. The reactants are: [N:1]1([CH2:8][CH2:9][O:10][C:11]2[CH:50]=[CH:49][C:14]([CH2:15][NH:16][C:17]3[CH:22]=[C:21]([O:23][Si:24]([C:27]([CH3:30])([CH3:29])[CH3:28])([CH3:26])[CH3:25])[CH:20]=[CH:19][C:18]=3[CH:31]3[CH2:40][CH2:39][C:38]4[C:33](=[CH:34][CH:35]=[C:36]([O:41][Si:42]([C:45]([CH3:48])([CH3:47])[CH3:46])([CH3:44])[CH3:43])[CH:37]=4)[CH2:32]3)=[CH:13][CH:12]=2)[CH2:7][CH2:6][CH2:5][CH2:4][CH2:3][CH2:2]1.[F:51][C:52]([F:63])([F:62])[C:53](O[C:53](=O)[C:52]([F:63])([F:62])[F:51])=O. (7) The reactants are: [C:1]([S:4][CH2:5]/[CH:6]=[C:7](/[C:9]1[CH:10]=[C:11]([NH:16][C:17]([C:19]2[CH:24]=[CH:23][C:22]([Cl:25])=[CH:21][N:20]=2)=[O:18])[CH:12]=[CH:13][C:14]=1[F:15])\[CH3:8])(=[NH:3])[NH2:2].Cl.FC(F)(F)S(O)(=O)=O. Given the product [NH2:3][C:1]1[S:4][CH2:5][CH2:6][C@:7]([C:9]2[CH:10]=[C:11]([NH:16][C:17]([C:19]3[CH:24]=[CH:23][C:22]([Cl:25])=[CH:21][N:20]=3)=[O:18])[CH:12]=[CH:13][C:14]=2[F:15])([CH3:8])[N:2]=1, predict the reactants needed to synthesize it.